Predict the product of the given reaction. From a dataset of Forward reaction prediction with 1.9M reactions from USPTO patents (1976-2016). Given the reactants [NH2:1][C:2]1[C:3]([C:18]2[CH:27]=[CH:26][C:21]([C:22]([O:24][CH3:25])=[O:23])=[C:20]([F:28])[CH:19]=2)=[N:4][C:5]([CH:8]2[CH2:17][CH2:16][C:11]3(OCC[O:12]3)[CH2:10][CH2:9]2)=[CH:6][N:7]=1.Cl.[OH-].[Na+].C([O-])(O)=O.[Na+], predict the reaction product. The product is: [NH2:1][C:2]1[C:3]([C:18]2[CH:27]=[CH:26][C:21]([C:22]([O:24][CH3:25])=[O:23])=[C:20]([F:28])[CH:19]=2)=[N:4][C:5]([CH:8]2[CH2:17][CH2:16][C:11](=[O:12])[CH2:10][CH2:9]2)=[CH:6][N:7]=1.